Dataset: Reaction yield outcomes from USPTO patents with 853,638 reactions. Task: Predict the reaction yield, written as a fraction of the theoretical maximum amount of product (1.0 means a 100% yield; for example, 0.34 means a 34% yield). (1) The reactants are C([O-])(C)(C)C.[K+].[OH:7][NH:8][C:9](=O)[CH3:10].[C:12]12([CH2:22][O:23][C:24]3[C:31]([CH:32]4[CH2:34][CH2:33]4)=[CH:30]C(C#N)=[C:26](F)[CH:25]=3)[CH2:21][CH:16]3[CH2:17][CH:18]([CH2:20][CH:14]([CH2:15]3)[CH2:13]1)[CH2:19]2.O.C[N:38](C=O)C. No catalyst specified. The product is [C:12]12([CH2:22][O:23][C:24]3[C:31]([CH:32]4[CH2:34][CH2:33]4)=[CH:30][C:10]4[C:9]([NH2:38])=[N:8][O:7][C:26]=4[CH:25]=3)[CH2:21][CH:16]3[CH2:15][CH:14]([CH2:20][CH:18]([CH2:17]3)[CH2:19]1)[CH2:13]2. The yield is 0.540. (2) The reactants are [CH2:1]([O:3][C:4]([N:6]1[C:12]2[CH:13]=[C:14]([NH2:17])[CH:15]=[CH:16][C:11]=2[O:10][CH2:9][CH2:8][CH2:7]1)=[O:5])[CH3:2].Cl[C:19]1[N:24]=[C:23]([NH:25][C:26]2[C:35]([F:36])=[CH:34][CH:33]=[CH:32][C:27]=2[C:28]([NH:30][CH3:31])=[O:29])[C:22]([Cl:37])=[CH:21][N:20]=1.C(O)(C)C.C12(CS(O)(=O)=O)C(C)(C)C(CC1)CC2=O. No catalyst specified. The product is [CH2:1]([O:3][C:4]([N:6]1[C:12]2[CH:13]=[C:14]([NH:17][C:19]3[N:24]=[C:23]([NH:25][C:26]4[C:27]([C:28](=[O:29])[NH:30][CH3:31])=[CH:32][CH:33]=[CH:34][C:35]=4[F:36])[C:22]([Cl:37])=[CH:21][N:20]=3)[CH:15]=[CH:16][C:11]=2[O:10][CH2:9][CH2:8][CH2:7]1)=[O:5])[CH3:2]. The yield is 0.520. (3) The reactants are Cl.O1CCOCC1.C([O:12][C:13](=[O:39])[CH2:14][N:15]1[CH:19]=[C:18]([C:20]2[CH:21]=[N:22][C:23]([NH2:38])=[C:24]([O:26][CH:27]([C:29]3[C:34]([Cl:35])=[CH:33][CH:32]=[C:31]([F:36])[C:30]=3[Cl:37])[CH3:28])[CH:25]=2)[N:17]=[CH:16]1)(C)(C)C. The catalyst is ClCCl. The product is [NH2:38][C:23]1[N:22]=[CH:21][C:20]([C:18]2[N:17]=[CH:16][N:15]([CH2:14][C:13]([OH:39])=[O:12])[CH:19]=2)=[CH:25][C:24]=1[O:26][CH:27]([C:29]1[C:34]([Cl:35])=[CH:33][CH:32]=[C:31]([F:36])[C:30]=1[Cl:37])[CH3:28]. The yield is 0.930. (4) The reactants are Cl[C:2]1[C:7]([CH:8]([CH3:10])[CH3:9])=[C:6]([O:11][CH3:12])[N:5]=[C:4]([O:13][CH3:14])[N:3]=1.[Br:15][C:16]1[CH:17]=[C:18]([CH2:23][C:24]#[N:25])[CH:19]=[C:20]([CH3:22])[CH:21]=1.[H-].[Na+].[Cl-].[NH4+]. The catalyst is CN(C=O)C. The product is [Br:15][C:16]1[CH:17]=[C:18]([CH:23]([C:2]2[C:7]([CH:8]([CH3:10])[CH3:9])=[C:6]([O:11][CH3:12])[N:5]=[C:4]([O:13][CH3:14])[N:3]=2)[C:24]#[N:25])[CH:19]=[C:20]([CH3:22])[CH:21]=1. The yield is 0.870.